Dataset: Forward reaction prediction with 1.9M reactions from USPTO patents (1976-2016). Task: Predict the product of the given reaction. (1) Given the reactants [CH3:1][C:2]([C:7]1[CH:12]=[CH:11][CH:10]=[C:9]([C:13]2[CH:18]=[CH:17][N:16]=[C:15]3[N:19](C(C4C=CC=CC=4)(C4C=CC=CC=4)C4C=CC=CC=4)[N:20]=[CH:21][C:14]=23)[CH:8]=1)([CH2:5][CH3:6])[C:3]#[N:4].C([SiH](CC)CC)C.FC(F)(F)C(O)=O, predict the reaction product. The product is: [NH:19]1[C:15]2=[N:16][CH:17]=[CH:18][C:13]([C:9]3[CH:8]=[C:7]([C:2]([CH3:1])([CH2:5][CH3:6])[C:3]#[N:4])[CH:12]=[CH:11][CH:10]=3)=[C:14]2[CH:21]=[N:20]1. (2) The product is: [CH2:9]([NH:16][C:17]([C:19]1[S:23][C:22]([NH:24][C:6]([CH:1]2[CH2:5][CH2:4][CH2:3][CH2:2]2)=[O:7])=[N:21][C:20]=1[CH3:25])=[O:18])[C:10]1[CH:15]=[CH:14][CH:13]=[CH:12][CH:11]=1. Given the reactants [CH:1]1([C:6](Cl)=[O:7])[CH2:5][CH2:4][CH2:3][CH2:2]1.[CH2:9]([NH:16][C:17]([C:19]1[S:23][C:22]([NH2:24])=[N:21][C:20]=1[CH3:25])=[O:18])[C:10]1[CH:15]=[CH:14][CH:13]=[CH:12][CH:11]=1, predict the reaction product. (3) Given the reactants [Cl:1][C:2]1[CH:7]=[CH:6][C:5]([C:8]([CH3:20])([CH3:19])[CH2:9][C@@:10]([C:15]([F:18])([F:17])[F:16])([OH:14])[CH2:11][C:12]#[CH:13])=[C:4]([S:21]([CH3:24])(=[O:23])=[O:22])[CH:3]=1.C(N(CC)CC)C.[C:32]([O:36][C:37](=[O:50])[NH:38][C:39]1[CH:40]=[N:41][C:42]([S:46]([CH3:49])(=[O:48])=[O:47])=[CH:43][C:44]=1I)([CH3:35])([CH3:34])[CH3:33].[Cl-].[NH4+], predict the reaction product. The product is: [C:32]([O:36][C:37](=[O:50])[NH:38][C:39]1[CH:40]=[N:41][C:42]([S:46]([CH3:49])(=[O:48])=[O:47])=[CH:43][C:44]=1[C:13]#[C:12][CH2:11][C@@:10]([OH:14])([C:15]([F:16])([F:18])[F:17])[CH2:9][C:8]([C:5]1[CH:6]=[CH:7][C:2]([Cl:1])=[CH:3][C:4]=1[S:21]([CH3:24])(=[O:22])=[O:23])([CH3:20])[CH3:19])([CH3:35])([CH3:34])[CH3:33]. (4) Given the reactants [NH2:1][C:2]1[CH:7]=[CH:6][C:5]([Br:8])=[CH:4][C:3]=1[C:9]([C:16]1[S:17][CH:18]=[CH:19][CH:20]=1)([C:11]1[S:12][CH:13]=[CH:14][CH:15]=1)[OH:10].[Br:21][CH2:22][C:23](Cl)=[O:24], predict the reaction product. The product is: [Br:21][CH2:22][C:23]([NH:1][C:2]1[CH:7]=[CH:6][C:5]([Br:8])=[CH:4][C:3]=1[C:9]([OH:10])([C:11]1[S:12][CH:13]=[CH:14][CH:15]=1)[C:16]1[S:17][CH:18]=[CH:19][CH:20]=1)=[O:24]. (5) Given the reactants [C:1]([O:5][C:6]([NH:8][CH:9]([CH2:23][C:24]1[CH:29]=[CH:28][CH:27]=[CH:26][CH:25]=1)[CH2:10][CH2:11][CH2:12][C:13]1[CH:22]=[CH:21][CH:20]=[CH:19][C:14]=1[C:15](OC)=[O:16])=[O:7])([CH3:4])([CH3:3])[CH3:2].[H-].[H-].[H-].[H-].[Li+].[Al+3].CC(=O)OCC, predict the reaction product. The product is: [C:1]([O:5][C:6](=[O:7])[NH:8][CH:9]([CH2:10][CH2:11][CH2:12][C:13]1[CH:22]=[CH:21][CH:20]=[CH:19][C:14]=1[CH2:15][OH:16])[CH2:23][C:24]1[CH:25]=[CH:26][CH:27]=[CH:28][CH:29]=1)([CH3:4])([CH3:2])[CH3:3].